This data is from Rat liver microsome stability data. The task is: Regression/Classification. Given a drug SMILES string, predict its absorption, distribution, metabolism, or excretion properties. Task type varies by dataset: regression for continuous measurements (e.g., permeability, clearance, half-life) or binary classification for categorical outcomes (e.g., BBB penetration, CYP inhibition). Dataset: rlm. The molecule is C=CCc1cccc(CNc2ccc(S(=O)(=O)Nc3nccs3)cc2)c1O. The result is 1 (stable in rat liver microsomes).